Dataset: Reaction yield outcomes from USPTO patents with 853,638 reactions. Task: Predict the reaction yield, written as a fraction of the theoretical maximum amount of product (1.0 means a 100% yield; for example, 0.34 means a 34% yield). (1) The reactants are Br[C:2]1[CH:7]=[N:6][C:5]([C:8]2[CH:13]=[CH:12][C:11]([F:14])=[CH:10][CH:9]=2)=[CH:4][N:3]=1.[Li]CCCC.CCCCCC.[N:26]1[CH:31]=[CH:30][C:29]([C:32](=[O:34])[CH3:33])=[CH:28][CH:27]=1. The catalyst is C1COCC1. The product is [F:14][C:11]1[CH:12]=[CH:13][C:8]([C:5]2[N:6]=[CH:7][C:2]([C:32]([C:29]3[CH:30]=[CH:31][N:26]=[CH:27][CH:28]=3)([OH:34])[CH3:33])=[N:3][CH:4]=2)=[CH:9][CH:10]=1. The yield is 0.240. (2) The reactants are [CH3:1][C:2]1[CH:11]=[CH:10][CH:9]=[C:8]2[C:3]=1[C:4](=[O:40])[N:5]([C:32]1[CH:33]=[C:34]([CH:37]=[CH:38][CH:39]=1)[C:35]#[N:36])[C:6]([CH:12]([NH:14][C:15]1[N:23]=[CH:22][N:21]=[C:20]3[C:16]=1[N:17]=[CH:18][N:19]3[CH2:24][O:25][CH2:26][CH2:27][Si:28]([CH3:31])([CH3:30])[CH3:29])[CH3:13])=[N:7]2.C(N(CC)[OH:44])C. The catalyst is C(Cl)Cl. The product is [CH3:1][C:2]1[CH:11]=[CH:10][CH:9]=[C:8]2[C:3]=1[C:4](=[O:40])[N:5]([C:32]1[CH:33]=[C:34]([CH:37]=[CH:38][CH:39]=1)[C:35]([NH2:36])=[O:44])[C:6]([CH:12]([NH:14][C:15]1[N:23]=[CH:22][N:21]=[C:20]3[C:16]=1[N:17]=[CH:18][N:19]3[CH2:24][O:25][CH2:26][CH2:27][Si:28]([CH3:29])([CH3:30])[CH3:31])[CH3:13])=[N:7]2. The yield is 0.970.